From a dataset of Peptide-MHC class I binding affinity with 185,985 pairs from IEDB/IMGT. Regression. Given a peptide amino acid sequence and an MHC pseudo amino acid sequence, predict their binding affinity value. This is MHC class I binding data. (1) The peptide sequence is SLLNATDIAV. The MHC is HLA-A68:01 with pseudo-sequence HLA-A68:01. The binding affinity (normalized) is 0. (2) The peptide sequence is SLMASSPTSI. The MHC is HLA-A24:02 with pseudo-sequence HLA-A24:02. The binding affinity (normalized) is 0.342. (3) The peptide sequence is PEFFTELDGV. The MHC is Patr-B2401 with pseudo-sequence Patr-B2401. The binding affinity (normalized) is 0.0941. (4) The peptide sequence is EWSVATFYL. The MHC is HLA-A24:02 with pseudo-sequence HLA-A24:02. The binding affinity (normalized) is 0.308. (5) The peptide sequence is YVHSLLYSSM. The MHC is HLA-A02:01 with pseudo-sequence HLA-A02:01. The binding affinity (normalized) is 0.0505. (6) The peptide sequence is RVISDGYFK. The MHC is HLA-B44:02 with pseudo-sequence HLA-B44:02. The binding affinity (normalized) is 0.0847.